This data is from Full USPTO retrosynthesis dataset with 1.9M reactions from patents (1976-2016). The task is: Predict the reactants needed to synthesize the given product. (1) Given the product [Si:18]([O:1][CH2:2][CH2:3][CH:4]1[C:12]2[C:7](=[CH:8][CH:9]=[CH:10][CH:11]=2)[C:6](=[O:13])[O:5]1)([C:15]([CH3:17])([CH3:16])[CH3:14])([CH3:20])[CH3:19], predict the reactants needed to synthesize it. The reactants are: [OH:1][CH2:2][CH2:3][CH:4]1[C:12]2[C:7](=[CH:8][CH:9]=[CH:10][CH:11]=2)[C:6](=[O:13])[O:5]1.[CH3:14][C:15]([Si:18](Cl)([CH3:20])[CH3:19])([CH3:17])[CH3:16].N1C=CN=C1. (2) Given the product [CH3:30][C:5]1[N:6]=[C:7]([N:9]2[CH2:13][CH2:12][N:11]([CH2:14][C:15]3[CH:16]=[CH:17][C:18]([C:21]([N:23]4[CH2:28][CH2:27][CH2:26][CH2:25][CH2:24]4)=[O:22])=[CH:19][CH:20]=3)[C:10]2=[O:29])[S:8][C:4]=1[C:1]1[NH:40][N:34]=[CH:36][CH:2]=1, predict the reactants needed to synthesize it. The reactants are: [C:1]([C:4]1[S:8][C:7]([N:9]2[CH2:13][CH2:12][N:11]([CH2:14][C:15]3[CH:20]=[CH:19][C:18]([C:21]([N:23]4[CH2:28][CH2:27][CH2:26][CH2:25][CH2:24]4)=[O:22])=[CH:17][CH:16]=3)[C:10]2=[O:29])=[N:6][C:5]=1[CH3:30])(=O)[CH3:2].COC(OC)[N:34]([CH3:36])C.O.[NH2:40]N.